Dataset: Forward reaction prediction with 1.9M reactions from USPTO patents (1976-2016). Task: Predict the product of the given reaction. Given the reactants [Cl:1][C:2]1[CH:3]=[C:4]([O:12][C:13]2[C:25]([C:26]3(O)[CH2:29][O:28][CH2:27]3)=[CH:24][C:16]([C:17]([O:19][C:20]([CH3:23])([CH3:22])[CH3:21])=[O:18])=[C:15]([F:31])[CH:14]=2)[CH:5]=[N:6][C:7]=1[O:8][CH:9]([CH3:11])[CH3:10].C(N(S(F)(F)[F:38])CC)C, predict the reaction product. The product is: [Cl:1][C:2]1[CH:3]=[C:4]([O:12][C:13]2[C:25]([C:26]3([F:38])[CH2:27][O:28][CH2:29]3)=[CH:24][C:16]([C:17]([O:19][C:20]([CH3:22])([CH3:23])[CH3:21])=[O:18])=[C:15]([F:31])[CH:14]=2)[CH:5]=[N:6][C:7]=1[O:8][CH:9]([CH3:11])[CH3:10].